This data is from Catalyst prediction with 721,799 reactions and 888 catalyst types from USPTO. The task is: Predict which catalyst facilitates the given reaction. (1) Reactant: [CH:1]1([C:4]([NH:6][C:7]2[N:8]=[C:9]3[CH:14]=[CH:13][C:12]([O:15][C:16]4[CH:17]=[C:18]([CH:22]=[CH:23][CH:24]=4)[C:19](O)=[O:20])=[N:11][N:10]3[CH:25]=2)=[O:5])[CH2:3][CH2:2]1.C(Cl)(=O)C(Cl)=O.O1CCCC1.[F:37][C:38]([F:47])([F:46])[C:39]1[CH:40]=[C:41]([CH:43]=[CH:44][CH:45]=1)[NH2:42]. Product: [CH:1]1([C:4]([NH:6][C:7]2[N:8]=[C:9]3[CH:14]=[CH:13][C:12]([O:15][C:16]4[CH:17]=[C:18]([CH:22]=[CH:23][CH:24]=4)[C:19]([NH:42][C:41]4[CH:43]=[CH:44][CH:45]=[C:39]([C:38]([F:37])([F:46])[F:47])[CH:40]=4)=[O:20])=[N:11][N:10]3[CH:25]=2)=[O:5])[CH2:3][CH2:2]1. The catalyst class is: 637. (2) Reactant: [CH3:1][N:2]1[C@@H:19]2[CH2:20][C:7]3[CH:8]=[CH:9][C:10]([O:21][CH3:22])=[C:11]4[O:12][C@H:13]5[C:14]([CH2:16][CH2:17][C@@H:18]2[C@:5]5([C:6]=34)[CH2:4][CH2:3]1)=[O:15].[CH:23]([OH:32])([C:29]([OH:31])=[O:30])[CH:24]([OH:28])[C:25]([OH:27])=[O:26].[CH3:33][C:34]([NH:36][C:37]1[CH:38]=[CH:39][C:40]([OH:43])=[CH:41][CH:42]=1)=[O:35].CN1[C@@H]2CC3C=CC(OC)=C4O[C@H]5C(CC[C@@H]2[C@]5(C=34)CC1)=O. Product: [CH3:33][C:34]([NH:36][C:37]1[CH:38]=[CH:39][C:40]([OH:43])=[CH:41][CH:42]=1)=[O:35].[CH3:1][N:2]1[C@@H:19]2[CH2:20][C:7]3[CH:8]=[CH:9][C:10]([O:21][CH3:22])=[C:11]4[O:12][C@H:13]5[C:14]([CH2:16][CH2:17][C@@H:18]2[C@:5]5([C:6]=34)[CH2:4][CH2:3]1)=[O:15].[C@H:23]([OH:32])([C:29]([OH:31])=[O:30])[C@@H:24]([OH:28])[C:25]([OH:27])=[O:26]. The catalyst class is: 6. (3) Reactant: [NH2:1][C:2]1[CH:3]=[CH:4][C:5]([N:26]2[CH2:31][CH2:30][O:29][CH2:28][CH2:27]2)=[C:6]([CH:25]=1)[C:7]([N:9]1[CH2:14][CH2:13][N:12]([C:15]2[CH:20]=[CH:19][C:18]([C:21](=[O:23])[CH3:22])=[CH:17][C:16]=2[F:24])[CH2:11][CH2:10]1)=[O:8].C(N(CC)CC)C.[CH3:39][S:40](Cl)(=[O:42])=[O:41]. Product: [C:21]([C:18]1[CH:19]=[CH:20][C:15]([N:12]2[CH2:11][CH2:10][N:9]([C:7]([C:6]3[CH:25]=[C:2]([NH:1][S:40]([CH3:39])(=[O:42])=[O:41])[CH:3]=[CH:4][C:5]=3[N:26]3[CH2:27][CH2:28][O:29][CH2:30][CH2:31]3)=[O:8])[CH2:14][CH2:13]2)=[C:16]([F:24])[CH:17]=1)(=[O:23])[CH3:22]. The catalyst class is: 38. (4) Reactant: C1(P(C2C=CC=CC=2)C2C=CC=CC=2)C=CC=CC=1.[C:20]([OH:23])(=[S:22])[CH3:21].[Cl:24][C:25]1[CH:30]=[C:29]([CH3:31])[C:28]([NH:32][C:33]([C:35]2[N:36]([C:44]3[C:49]([Cl:50])=[CH:48][CH:47]=[CH:46][N:45]=3)[N:37]=[C:38]([C:40]([F:43])([F:42])[F:41])[CH:39]=2)=[O:34])=[C:27]([C:51](=[O:57])[NH:52][CH2:53][CH:54](O)[CH3:55])[CH:26]=1. Product: [Cl:24][C:25]1[CH:30]=[C:29]([CH3:31])[C:28]([NH:32][C:33]([C:35]2[N:36]([C:44]3[C:49]([Cl:50])=[CH:48][CH:47]=[CH:46][N:45]=3)[N:37]=[C:38]([C:40]([F:41])([F:43])[F:42])[CH:39]=2)=[O:34])=[C:27]([CH:26]=1)[C:51]([NH:52][CH2:53][CH:54]([S:22][C:20](=[O:23])[CH3:21])[CH3:55])=[O:57]. The catalyst class is: 1. (5) Reactant: [CH3:1][C:2]([O:5][C:6]([NH:8][CH2:9][C:10]([OH:12])=O)=[O:7])([CH3:4])[CH3:3].C1C=CC2N(O)N=NC=2C=1.C(Cl)CCl.C(N1CCOCC1)C.[CH2:35]([NH:38][C:39]1[CH:46]=[CH:45][C:44]([C:47]2[O:51][N:50]=[C:49]([C:52]3[CH:62]=[CH:61][C:55]4[CH2:56][CH2:57][NH:58][CH2:59][CH2:60][C:54]=4[CH:53]=3)[N:48]=2)=[CH:43][C:40]=1[C:41]#[N:42])[CH2:36][CH3:37]. Product: [C:41]([C:40]1[CH:43]=[C:44]([C:47]2[O:51][N:50]=[C:49]([C:52]3[CH:62]=[CH:61][C:55]4[CH2:56][CH2:57][N:58]([C:10](=[O:12])[CH2:9][NH:8][C:6](=[O:7])[O:5][C:2]([CH3:1])([CH3:3])[CH3:4])[CH2:59][CH2:60][C:54]=4[CH:53]=3)[N:48]=2)[CH:45]=[CH:46][C:39]=1[NH:38][CH2:35][CH2:36][CH3:37])#[N:42]. The catalyst class is: 3.